From a dataset of Forward reaction prediction with 1.9M reactions from USPTO patents (1976-2016). Predict the product of the given reaction. (1) The product is: [CH3:28][N:29]([CH2:7][C:3]1([NH:8][C:9]([C:11]2[C:12]3[CH2:13][C@H:14]4[CH2:27][C@H:15]4[C:16]=3[N:17]([C:19]3[CH:24]=[CH:23][C:22]([F:25])=[CH:21][C:20]=3[F:26])[N:18]=2)=[O:10])[CH2:2][CH2:6][CH2:5][CH2:4]1)[CH3:30]. Given the reactants O=[C:2]1[CH2:6][CH2:5][CH2:4][C:3]1([NH:8][C:9]([C:11]1[C:12]2[CH2:13][C@H:14]3[CH2:27][C@H:15]3[C:16]=2[N:17]([C:19]2[CH:24]=[CH:23][C:22]([F:25])=[CH:21][C:20]=2[F:26])[N:18]=1)=[O:10])[CH3:7].[CH3:28][NH:29][CH3:30].C(O)(=O)C.C(O[BH-](OC(=O)C)OC(=O)C)(=O)C.[Na+], predict the reaction product. (2) Given the reactants Cl[C:2](Cl)(Cl)[C:3]1[NH:7][C:6]2[CH:8]=[CH:9][CH:10]=[CH:11][C:5]=2[N:4]=1.[CH3:14][CH:15]([CH3:35])[CH2:16][NH:17][C@@H:18]1[CH2:23][N:22]([C:24]([O:26][C:27]([CH3:30])([CH3:29])[CH3:28])=[O:25])[CH2:21][C@H:20]([C:31]([O:33][CH3:34])=[O:32])[CH2:19]1.C(=O)([O-])[OH:37].[Na+].O, predict the reaction product. The product is: [NH:4]1[C:5]2[CH:11]=[CH:10][CH:9]=[CH:8][C:6]=2[N:7]=[C:3]1[C:2]([N:17]([CH2:16][CH:15]([CH3:35])[CH3:14])[C@@H:18]1[CH2:23][N:22]([C:24]([O:26][C:27]([CH3:29])([CH3:30])[CH3:28])=[O:25])[CH2:21][C@H:20]([C:31]([O:33][CH3:34])=[O:32])[CH2:19]1)=[O:37]. (3) Given the reactants [C:1]([O:5][C:6]([N:8]([C:38]([O:40][C:41]([CH3:44])([CH3:43])[CH3:42])=[O:39])[C:9]1[C:10]2[C:11]3[C:12](=[N:24][N:25]([CH2:27][C:28]4[C:33]([CH3:34])=[C:32]([O:35][CH3:36])[C:31]([CH3:37])=[CH:30][N:29]=4)[N:26]=2)[CH:13]=[C:14]([CH2:19][C:20]([O:22]C)=[O:21])[C:15]=3[CH2:16][S:17][N:18]=1)=[O:7])([CH3:4])([CH3:3])[CH3:2].CO.[OH-].[Na+].Cl, predict the reaction product. The product is: [C:1]([O:5][C:6]([N:8]([C:38]([O:40][C:41]([CH3:44])([CH3:43])[CH3:42])=[O:39])[C:9]1[C:10]2[C:11]3[C:12](=[N:24][N:25]([CH2:27][C:28]4[C:33]([CH3:34])=[C:32]([O:35][CH3:36])[C:31]([CH3:37])=[CH:30][N:29]=4)[N:26]=2)[CH:13]=[C:14]([CH2:19][C:20]([OH:22])=[O:21])[C:15]=3[CH2:16][S:17][N:18]=1)=[O:7])([CH3:4])([CH3:3])[CH3:2]. (4) Given the reactants [CH2:1]([O:13][C:14]1[CH:21]=[CH:20][C:17]([CH:18]=O)=[CH:16][CH:15]=1)[CH2:2][CH2:3][CH2:4][CH2:5][CH2:6][CH2:7][CH2:8][CH2:9][CH2:10][CH2:11][CH3:12].[NH2:22][C:23]1[CH:28]=[CH:27][CH:26]=[CH:25][C:24]=1[SH:29].CS(C)=O, predict the reaction product. The product is: [CH2:1]([O:13][C:14]1[CH:21]=[CH:20][C:17]([C:18]2[S:29][C:24]3[CH:25]=[CH:26][CH:27]=[CH:28][C:23]=3[N:22]=2)=[CH:16][CH:15]=1)[CH2:2][CH2:3][CH2:4][CH2:5][CH2:6][CH2:7][CH2:8][CH2:9][CH2:10][CH2:11][CH3:12]. (5) Given the reactants CN1CCNCC1.BrC1OC(C=O)=CC=1.[CH3:16][N:17]1[CH2:22][CH2:21][N:20]([C:23]2[O:27][C:26]([CH:28]=O)=[CH:25][CH:24]=2)[CH2:19][CH2:18]1.[CH3:30][O:31][C:32]1[CH:33]=[C:34]([CH:38]=[CH:39][C:40]=1[O:41][CH3:42])[CH2:35][C:36]#[N:37], predict the reaction product. The product is: [CH3:30][O:31][C:32]1[CH:33]=[C:34](/[C:35](=[CH:28]/[C:26]2[O:27][C:23]([N:20]3[CH2:19][CH2:18][N:17]([CH3:16])[CH2:22][CH2:21]3)=[CH:24][CH:25]=2)/[C:36]#[N:37])[CH:38]=[CH:39][C:40]=1[O:41][CH3:42]. (6) Given the reactants FC1C=CC(I)=CC=1C(Cl)=O.BrC1C=CC(OC)=CC=1OC(F)(F)F.ClCCCl.[Cl-].[Al+3].[Cl-].[Cl-].[Br:34][C:35]1[C:36]([O:53][C:54]([F:57])([F:56])[F:55])=[CH:37][C:38]([O:51]C)=[C:39]([C:41]([C:43]2[CH:48]=[C:47]([I:49])[CH:46]=[CH:45][C:44]=2F)=[O:42])[CH:40]=1.C(O)C.CO.C[O-].[Na+].C1C2C(=O)C3C(=CC=CC=3)OC=2C=CC=1, predict the reaction product. The product is: [Br:34][C:35]1[C:36]([O:53][C:54]([F:57])([F:56])[F:55])=[CH:37][C:38]2[O:51][C:44]3[C:43](=[CH:48][C:47]([I:49])=[CH:46][CH:45]=3)[C:41](=[O:42])[C:39]=2[CH:40]=1.